Predict the reaction yield, written as a fraction of the theoretical maximum amount of product (1.0 means a 100% yield; for example, 0.34 means a 34% yield). From a dataset of Reaction yield outcomes from USPTO patents with 853,638 reactions. (1) The yield is 0.860. The catalyst is C(O)C.C(Cl)Cl. The reactants are O=C1C2C(=CC=CC=2)C(=O)[N:3]1[O:12][CH2:13][CH2:14][O:15][CH:16]1[CH2:21][CH2:20][N:19]([C:22]([O:24][C:25]([CH3:28])([CH3:27])[CH3:26])=[O:23])[CH2:18][CH2:17]1.O.NN. The product is [NH2:3][O:12][CH2:13][CH2:14][O:15][CH:16]1[CH2:21][CH2:20][N:19]([C:22]([O:24][C:25]([CH3:28])([CH3:27])[CH3:26])=[O:23])[CH2:18][CH2:17]1. (2) The reactants are Br[C:2]1[N:3]=[CH:4][N:5]([C:7]2[CH:12]=[CH:11][N:10]=[C:9]([N:13]3[CH2:18][CH2:17][O:16][CH2:15][CH2:14]3)[N:8]=2)[CH:6]=1.P([O-])([O-])([O-])=O.[K+].[K+].[K+].[CH3:27][O:28][C:29]1[CH:34]=[CH:33][CH:32]=[C:31]([O:35][CH3:36])[C:30]=1[OH:37].B(O)O. The catalyst is O1CCOCC1.CC(N(C)C)=O. The product is [CH3:36][O:35][C:31]1[CH:32]=[C:33]([C:6]2[N:5]([C:7]3[CH:12]=[CH:11][N:10]=[C:9]([N:13]4[CH2:18][CH2:17][O:16][CH2:15][CH2:14]4)[N:8]=3)[CH:4]=[N:3][CH:2]=2)[CH:34]=[C:29]([O:28][CH3:27])[C:30]=1[OH:37]. The yield is 0.960. (3) The reactants are C(OC(=O)[NH:7][CH:8]([C:31]1[CH:36]=[CH:35][C:34]([O:37][CH2:38][C:39](=[O:61])[N:40]([CH2:51][CH2:52][O:53][Si](C(C)(C)C)(C)C)[CH2:41][CH2:42][O:43][Si](C)(C)C(C)(C)C)=[CH:33][CH:32]=1)[C:9](=[O:30])[NH:10][CH:11]([C:20]1[NH:24][C:23]2[CH:25]=[C:26]([I:29])[CH:27]=[CH:28][C:22]=2[N:21]=1)[CH:12]([C:14]1[CH:19]=[CH:18][CH:17]=[CH:16][CH:15]=1)[CH3:13])(C)(C)C.FC(F)(F)C(O)=O. The catalyst is ClCCl. The product is [NH2:7][C@H:8]([C:31]1[CH:32]=[CH:33][C:34]([O:37][CH2:38][C:39](=[O:61])[N:40]([CH2:51][CH2:52][OH:53])[CH2:41][CH2:42][OH:43])=[CH:35][CH:36]=1)[C:9]([NH:10][C@H:11]([C:20]1[NH:24][C:23]2[CH:25]=[C:26]([I:29])[CH:27]=[CH:28][C:22]=2[N:21]=1)[C@H:12]([C:14]1[CH:19]=[CH:18][CH:17]=[CH:16][CH:15]=1)[CH3:13])=[O:30]. The yield is 0.938. (4) The reactants are [CH:1]1([C:6]2[NH:10][C:9]3[C:11]([C:16]([OH:18])=O)=[CH:12][CH:13]=[C:14]([OH:15])[C:8]=3[N:7]=2)[CH2:5][CH2:4][CH2:3][CH2:2]1.[NH2:19][C@H:20]1[CH2:25][CH2:24][CH2:23][N:22](C(OC(C)(C)C)=O)[CH2:21]1. No catalyst specified. The product is [CH:1]1([C:6]2[NH:10][C:9]3[C:11]([C:16]([NH:19][C@H:20]4[CH2:25][CH2:24][CH2:23][NH:22][CH2:21]4)=[O:18])=[CH:12][CH:13]=[C:14]([OH:15])[C:8]=3[N:7]=2)[CH2:2][CH2:3][CH2:4][CH2:5]1. The yield is 0.270. (5) The reactants are Br[C:2]1[CH:7]=[CH:6][C:5]([S:8]([NH2:11])(=[O:10])=[O:9])=[CH:4][CH:3]=1.C([O-])(=O)C.[K+].[Cl:17][C:18]1[CH:23]=[CH:22][C:21]([C:24]2[N:25]=[C:26]([C:29]([N:31]([CH:33]3[CH2:35][CH2:34]3)[CH3:32])=[O:30])[S:27][CH:28]=2)=[CH:20][CH:19]=1. The catalyst is C([O-])(=O)C.[Pd+2].C([O-])(=O)C.CC(N(C)C)=O. The product is [Cl:17][C:18]1[CH:19]=[CH:20][C:21]([C:24]2[N:25]=[C:26]([C:29]([N:31]([CH:33]3[CH2:35][CH2:34]3)[CH3:32])=[O:30])[S:27][C:28]=2[C:2]2[CH:7]=[CH:6][C:5]([S:8](=[O:10])(=[O:9])[NH2:11])=[CH:4][CH:3]=2)=[CH:22][CH:23]=1. The yield is 0.203. (6) The reactants are [CH:1]([C:4]1[CH:5]=[C:6]([NH:10][C:11]([C:13]2[CH:14]=[C:15]([N:19]3[CH2:28][C:27]4[CH:26]=[N:25][CH:24]=[C:23]([C:29](O)=[O:30])[C:22]=4[CH2:21][CH2:20]3)[CH:16]=[CH:17][CH:18]=2)=[O:12])[CH:7]=[CH:8][CH:9]=1)([CH3:3])[CH3:2].C(N(CC)CC)C.CCCP(=O)=O.[NH2:45][CH2:46][CH2:47][CH2:48][OH:49]. The catalyst is CN(C1C=CN=CC=1)C.ClCCCl. The product is [OH:49][CH2:48][CH2:47][CH2:46][NH:45][C:29]([C:23]1[C:22]2[CH2:21][CH2:20][N:19]([C:15]3[CH:16]=[CH:17][CH:18]=[C:13]([C:11]([NH:10][C:6]4[CH:7]=[CH:8][CH:9]=[C:4]([CH:1]([CH3:3])[CH3:2])[CH:5]=4)=[O:12])[CH:14]=3)[CH2:28][C:27]=2[CH:26]=[N:25][CH:24]=1)=[O:30]. The yield is 0.370. (7) The reactants are [CH2:1]([N:8]1[CH:12]=[C:11](B2OC(C)(C)C(C)(C)O2)[CH:10]=[N:9]1)[C:2]1[CH:7]=[CH:6][CH:5]=[CH:4][CH:3]=1.[OH-:22].[Na+].OO. The catalyst is O1CCCC1. The product is [CH2:1]([N:8]1[CH:12]=[C:11]([OH:22])[CH:10]=[N:9]1)[C:2]1[CH:7]=[CH:6][CH:5]=[CH:4][CH:3]=1. The yield is 0.770. (8) The reactants are CI.[C:3]([O:7][C:8]([NH:10][CH2:11][CH2:12][CH2:13][CH:14]([OH:18])[C:15]([OH:17])=[O:16])=[O:9])([CH3:6])([CH3:5])[CH3:4].[C:19]([O-])(O)=O.[Na+].O. The catalyst is CN(C=O)C. The product is [CH3:19][O:16][C:15](=[O:17])[CH:14]([OH:18])[CH2:13][CH2:12][CH2:11][NH:10][C:8]([O:7][C:3]([CH3:6])([CH3:4])[CH3:5])=[O:9]. The yield is 0.425. (9) The reactants are [C:1]([C:5]1[CH:10]=[CH:9][C:8]([N:11]2[CH:15]([C:16]3[CH:21]=[CH:20][C:19]([N+:22]([O-])=O)=[CH:18][CH:17]=3)[CH2:14][CH2:13][CH:12]2[C:25]2[CH:30]=[CH:29][C:28]([C:31]3[N:32]=[C:33]([C@@H:36]4[CH2:40][CH2:39][CH2:38][N:37]4[C:41]([O:43][C:44]([CH3:47])([CH3:46])[CH3:45])=[O:42])[NH:34][CH:35]=3)=[CH:27][CH:26]=2)=[CH:7][CH:6]=1)([CH3:4])([CH3:3])[CH3:2].C1COCC1.[H][H]. The catalyst is C(O)C.[Pt](=O)=O. The product is [NH2:22][C:19]1[CH:18]=[CH:17][C:16]([CH:15]2[N:11]([C:8]3[CH:9]=[CH:10][C:5]([C:1]([CH3:3])([CH3:4])[CH3:2])=[CH:6][CH:7]=3)[CH:12]([C:25]3[CH:30]=[CH:29][C:28]([C:31]4[N:32]=[C:33]([C@@H:36]5[CH2:40][CH2:39][CH2:38][N:37]5[C:41]([O:43][C:44]([CH3:47])([CH3:46])[CH3:45])=[O:42])[NH:34][CH:35]=4)=[CH:27][CH:26]=3)[CH2:13][CH2:14]2)=[CH:21][CH:20]=1. The yield is 1.00.